From a dataset of Catalyst prediction with 721,799 reactions and 888 catalyst types from USPTO. Predict which catalyst facilitates the given reaction. (1) Reactant: [CH3:1][C:2]([CH3:13])([C:7](=O)[C:8](OC)=[O:9])[C:3]([O:5][CH3:6])=[O:4].[F:14][C:15]1[CH:16]=[C:17]2[C:23]([C:24](=[NH:27])[NH:25][NH2:26])=[N:22][N:21]([CH2:28][C:29]3[CH:30]=[N:31][CH:32]=[N:33][CH:34]=3)[C:18]2=[N:19][CH:20]=1. Product: [F:14][C:15]1[CH:16]=[C:17]2[C:23]([C:24]3[N:25]=[N:26][C:7]([C:2]([CH3:13])([CH3:1])[C:3]([O:5][CH3:6])=[O:4])=[C:8]([OH:9])[N:27]=3)=[N:22][N:21]([CH2:28][C:29]3[CH:30]=[N:31][CH:32]=[N:33][CH:34]=3)[C:18]2=[N:19][CH:20]=1. The catalyst class is: 8. (2) Reactant: [C:9](O[C:9]([O:11][C:12]([CH3:15])([CH3:14])[CH3:13])=[O:10])([O:11][C:12]([CH3:15])([CH3:14])[CH3:13])=[O:10].[NH2:16][CH2:17][CH2:18][CH2:19][N:20]([CH3:62])[CH2:21][CH2:22][CH2:23][NH:24][C:25]1[C:37]2[C:36]3[C:31](=[CH:32][C:33]([C:38]([O:40][CH3:41])=[O:39])=[CH:34][CH:35]=3)[NH:30][C:29]=2[N:28]=[C:27]([CH2:42][C:43]2[CH:48]=[CH:47][CH:46]=[C:45]([CH:49]([O:54][CH2:55][C:56]3[CH:61]=[CH:60][CH:59]=[CH:58][CH:57]=3)[C:50]([F:53])([F:52])[F:51])[CH:44]=2)[N:26]=1.C(N(CC)CC)C. Product: [CH2:55]([O:54][CH:49]([C:45]1[CH:44]=[C:43]([CH:48]=[CH:47][CH:46]=1)[CH2:42][C:27]1[N:26]=[C:25]([NH:24][CH2:23][CH2:22][CH2:21][N:20]([CH2:19][CH2:18][CH2:17][NH:16][C:9]([O:11][C:12]([CH3:13])([CH3:14])[CH3:15])=[O:10])[CH3:62])[C:37]2[C:36]3[C:31](=[CH:32][C:33]([C:38]([O:40][CH3:41])=[O:39])=[CH:34][CH:35]=3)[NH:30][C:29]=2[N:28]=1)[C:50]([F:52])([F:53])[F:51])[C:56]1[CH:61]=[CH:60][CH:59]=[CH:58][CH:57]=1. The catalyst class is: 61.